From a dataset of Reaction yield outcomes from USPTO patents with 853,638 reactions. Predict the reaction yield, written as a fraction of the theoretical maximum amount of product (1.0 means a 100% yield; for example, 0.34 means a 34% yield). The reactants are [F:1][C:2]([F:16])([F:15])[C:3]1[CH:4]=[CH:5][C:6]([CH:13]=[CH2:14])=[C:7]([CH:9]([OH:12])C=C)[CH:8]=1. The catalyst is C(Cl)Cl.C1CCC(P(C2CCCCC2)C2CCCCC2)CC1.C1CCC(P(C2CCCCC2)C2CCCCC2)CC1.C1C=CC(C=[Ru](Cl)Cl)=CC=1. The product is [F:16][C:2]([F:1])([F:15])[C:3]1[CH:8]=[C:7]2[C:6]([CH:13]=[CH:14][CH:9]2[OH:12])=[CH:5][CH:4]=1. The yield is 0.680.